The task is: Regression. Given a peptide amino acid sequence and an MHC pseudo amino acid sequence, predict their binding affinity value. This is MHC class I binding data.. This data is from Peptide-MHC class I binding affinity with 185,985 pairs from IEDB/IMGT. (1) The peptide sequence is LREQENSL. The MHC is Mamu-B08 with pseudo-sequence Mamu-B08. The binding affinity (normalized) is 0.253. (2) The peptide sequence is MMMSTAVAF. The MHC is HLA-C07:01 with pseudo-sequence HLA-C07:01. The binding affinity (normalized) is 0.0847. (3) The peptide sequence is VKIPTHRHI. The MHC is HLA-B07:02 with pseudo-sequence HLA-B07:02. The binding affinity (normalized) is 0. (4) The peptide sequence is WQFAIHYSF. The MHC is HLA-B15:09 with pseudo-sequence HLA-B15:09. The binding affinity (normalized) is 0.0847. (5) The peptide sequence is PSEKRIGAY. The binding affinity (normalized) is 0.0847. The MHC is HLA-B40:01 with pseudo-sequence HLA-B40:01. (6) The peptide sequence is YTAVVNLVY. The MHC is HLA-A29:02 with pseudo-sequence HLA-A29:02. The binding affinity (normalized) is 1.00. (7) The peptide sequence is VPGLSPEAL. The MHC is HLA-B08:01 with pseudo-sequence HLA-B08:01. The binding affinity (normalized) is 0.213.